This data is from Reaction yield outcomes from USPTO patents with 853,638 reactions. The task is: Predict the reaction yield, written as a fraction of the theoretical maximum amount of product (1.0 means a 100% yield; for example, 0.34 means a 34% yield). The reactants are [CH2:1]([NH:8][CH2:9][CH2:10][NH:11][CH2:12][C:13]1[CH:18]=[CH:17][CH:16]=[CH:15][CH:14]=1)[C:2]1[CH:7]=[CH:6][CH:5]=[CH:4][CH:3]=1.Br[CH:20]([CH2:26]Br)[C:21]([O:23][CH2:24][CH3:25])=[O:22]. The catalyst is C1(C)C=CC=CC=1. The product is [CH2:1]([N:8]1[CH2:9][CH2:10][N:11]([CH2:12][C:13]2[CH:18]=[CH:17][CH:16]=[CH:15][CH:14]=2)[CH2:26][CH:20]1[C:21]([O:23][CH2:24][CH3:25])=[O:22])[C:2]1[CH:3]=[CH:4][CH:5]=[CH:6][CH:7]=1. The yield is 0.670.